This data is from NCI-60 drug combinations with 297,098 pairs across 59 cell lines. The task is: Regression. Given two drug SMILES strings and cell line genomic features, predict the synergy score measuring deviation from expected non-interaction effect. (1) Drug 1: CC1=C2C(C(=O)C3(C(CC4C(C3C(C(C2(C)C)(CC1OC(=O)C(C(C5=CC=CC=C5)NC(=O)OC(C)(C)C)O)O)OC(=O)C6=CC=CC=C6)(CO4)OC(=O)C)O)C)O. Synergy scores: CSS=3.11, Synergy_ZIP=-0.424, Synergy_Bliss=0.201, Synergy_Loewe=0.398, Synergy_HSA=1.24. Cell line: NCI-H226. Drug 2: C1=CN(C=N1)CC(O)(P(=O)(O)O)P(=O)(O)O. (2) Drug 1: CC1=C(C(=O)C2=C(C1=O)N3CC4C(C3(C2COC(=O)N)OC)N4)N. Drug 2: CC1CCCC2(C(O2)CC(NC(=O)CC(C(C(=O)C(C1O)C)(C)C)O)C(=CC3=CSC(=N3)C)C)C. Cell line: NCI/ADR-RES. Synergy scores: CSS=1.90, Synergy_ZIP=-0.820, Synergy_Bliss=0.118, Synergy_Loewe=-6.60, Synergy_HSA=-4.92. (3) Drug 1: CC12CCC3C(C1CCC2=O)CC(=C)C4=CC(=O)C=CC34C. Drug 2: CC1C(C(CC(O1)OC2CC(OC(C2O)C)OC3=CC4=CC5=C(C(=O)C(C(C5)C(C(=O)C(C(C)O)O)OC)OC6CC(C(C(O6)C)O)OC7CC(C(C(O7)C)O)OC8CC(C(C(O8)C)O)(C)O)C(=C4C(=C3C)O)O)O)O. Cell line: SK-MEL-28. Synergy scores: CSS=20.6, Synergy_ZIP=5.62, Synergy_Bliss=5.37, Synergy_Loewe=5.40, Synergy_HSA=5.05. (4) Drug 1: C1=NNC2=C1C(=O)NC=N2. Drug 2: COCCOC1=C(C=C2C(=C1)C(=NC=N2)NC3=CC=CC(=C3)C#C)OCCOC.Cl. Cell line: HCT-15. Synergy scores: CSS=6.01, Synergy_ZIP=-1.35, Synergy_Bliss=-2.12, Synergy_Loewe=-0.928, Synergy_HSA=-0.651.